Dataset: hERG Central: cardiac toxicity at 1µM, 10µM, and general inhibition. Task: Predict hERG channel inhibition at various concentrations. (1) The drug is Cc1ccc(-c2c[n+](Cc3cccc(Cl)c3)c3n2CCC3)cc1.[Br-]. Results: hERG_inhib (hERG inhibition (general)): blocker. (2) The drug is Cc1cc(C)n2c(Br)c(CSc3nc4ccccc4o3)nc2n1. Results: hERG_inhib (hERG inhibition (general)): blocker. (3) The compound is CCc1ccc(NC(=S)N(CCCN2CCN(C)CC2)Cc2cccs2)cc1. Results: hERG_inhib (hERG inhibition (general)): blocker.